This data is from Full USPTO retrosynthesis dataset with 1.9M reactions from patents (1976-2016). The task is: Predict the reactants needed to synthesize the given product. Given the product [Cl:14][C:15]1[CH:20]=[CH:19][C:18]([N:21]2[C:30]3[C:25](=[C:26]([CH3:35])[C:27]([O:33][CH3:34])=[C:28]([CH3:32])[C:29]=3[CH3:31])[CH2:24][C:23]3([CH2:39][CH2:38][CH2:37]3)[CH2:22]2)=[CH:17][CH:16]=1, predict the reactants needed to synthesize it. The reactants are: C(O)(=O)C.FC(F)(F)C(O)=O.[BH4-].[Na+].[Cl:14][C:15]1[CH:20]=[CH:19][C:18]([N:21]2[C:30]3[C:25](=[C:26]([CH3:35])[C:27]([O:33][CH3:34])=[C:28]([CH3:32])[C:29]=3[CH3:31])[CH:24](O)[C:23]3([CH2:39][CH2:38][CH2:37]3)[CH2:22]2)=[CH:17][CH:16]=1.